From a dataset of Retrosynthesis with 50K atom-mapped reactions and 10 reaction types from USPTO. Predict the reactants needed to synthesize the given product. Given the product C[C@@H]1C[C@@H](O)CN1C(=O)OC(C)(C)C, predict the reactants needed to synthesize it. The reactants are: C[C@@H]1C[C@@H](O[Si](C)(C)C(C)(C)C)CN1C(=O)OC(C)(C)C.